From a dataset of Forward reaction prediction with 1.9M reactions from USPTO patents (1976-2016). Predict the product of the given reaction. (1) Given the reactants [F:1][C:2]1[CH:10]=[C:9]2[C:5]([CH2:6][CH2:7][C:8]2=[O:11])=[CH:4][C:3]=1[O:12][CH3:13].Cl.C([O:19][N:20]=O)CCC, predict the reaction product. The product is: [F:1][C:2]1[CH:10]=[C:9]2[C:5]([CH2:6][C:7](=[N:20][OH:19])[C:8]2=[O:11])=[CH:4][C:3]=1[O:12][CH3:13]. (2) Given the reactants C([N:4]1[C:12]2[C:7](=[CH:8][C:9]([N+:13]([O-:15])=[O:14])=[CH:10][CH:11]=2)[C:6](=[C:16](Cl)[C:17]2[CH:22]=[CH:21][CH:20]=[C:19]([O:23][CH3:24])[CH:18]=2)[C:5]1=[O:26])(=O)C.[CH3:27][N:28]([CH2:30][C:31]1[CH:37]=[CH:36][C:34]([NH2:35])=[CH:33][CH:32]=1)[CH3:29].[OH-].[Na+], predict the reaction product. The product is: [CH3:29][N:28]([CH2:30][C:31]1[CH:32]=[CH:33][C:34]([NH:35]/[C:16](=[C:6]2\[C:5](=[O:26])[NH:4][C:12]3[C:7]\2=[CH:8][C:9]([N+:13]([O-:15])=[O:14])=[CH:10][CH:11]=3)/[C:17]2[CH:22]=[CH:21][CH:20]=[C:19]([O:23][CH3:24])[CH:18]=2)=[CH:36][CH:37]=1)[CH3:27]. (3) Given the reactants [CH2:1]([NH:3][CH2:4][CH2:5][N:6]1[CH2:12][CH2:11][CH2:10][C:9]2[NH:13][C:14]([CH:17]=O)=[C:15]([CH3:16])[C:8]=2[C:7]1=[O:19])[CH3:2].[F:20][C:21]1[CH:22]=[C:23]2[C:27](=[CH:28][CH:29]=1)[NH:26][C:25](=[O:30])[CH2:24]2.N1CCCCC1, predict the reaction product. The product is: [CH2:1]([NH:3][CH2:4][CH2:5][N:6]1[CH2:12][CH2:11][CH2:10][C:9]2[NH:13][C:14](/[CH:17]=[C:24]3\[C:25](=[O:30])[NH:26][C:27]4[C:23]\3=[CH:22][C:21]([F:20])=[CH:29][CH:28]=4)=[C:15]([CH3:16])[C:8]=2[C:7]1=[O:19])[CH3:2]. (4) Given the reactants [F:1][C:2]([F:17])([F:16])[C:3]1[CH:8]=[CH:7][C:6]([C:9]2[C:13]([CH:14]=O)=[CH:12][NH:11][N:10]=2)=[CH:5][CH:4]=1.[CH3:18][CH:19]([CH3:35])[C:20]([NH:22][C:23]1[CH:28]=[CH:27][CH:26]=[C:25]([CH:29]2[CH2:34][CH2:33][NH:32][CH2:31][CH2:30]2)[CH:24]=1)=[O:21], predict the reaction product. The product is: [CH3:18][CH:19]([CH3:35])[C:20]([NH:22][C:23]1[CH:28]=[CH:27][CH:26]=[C:25]([CH:29]2[CH2:34][CH2:33][N:32]([CH2:14][C:13]3[C:9]([C:6]4[CH:7]=[CH:8][C:3]([C:2]([F:17])([F:16])[F:1])=[CH:4][CH:5]=4)=[N:10][NH:11][CH:12]=3)[CH2:31][CH2:30]2)[CH:24]=1)=[O:21]. (5) The product is: [F:1][C:2]1[CH:7]=[CH:6][C:5]([O:8][CH2:10][C:11]([N:13]2[CH2:14][CH2:15][N:16]([S:19]([C:22]3[CH:31]=[CH:30][C:29]4[C:24](=[CH:25][CH:26]=[CH:27][CH:28]=4)[CH:23]=3)(=[O:20])=[O:21])[CH2:17][CH2:18]2)=[O:12])=[CH:4][CH:3]=1. Given the reactants [F:1][C:2]1[CH:7]=[CH:6][C:5]([OH:8])=[CH:4][CH:3]=1.Cl[CH2:10][C:11]([N:13]1[CH2:18][CH2:17][N:16]([S:19]([C:22]2[CH:31]=[CH:30][C:29]3[C:24](=[CH:25][CH:26]=[CH:27][CH:28]=3)[CH:23]=2)(=[O:21])=[O:20])[CH2:15][CH2:14]1)=[O:12].C(=O)([O-])[O-].[K+].[K+].O, predict the reaction product. (6) Given the reactants O[CH:2]([CH2:15][O:16][CH:17]([CH3:19])[CH3:18])[CH2:3][NH:4][C:5](=[O:14])[O:6][CH2:7][C:8]1[CH:13]=[CH:12][CH:11]=[CH:10][CH:9]=1.[C:20]1(=[O:30])[NH:24][C:23](=[O:25])[C:22]2=[CH:26][CH:27]=[CH:28][CH:29]=[C:21]12.C1(P(C2C=CC=CC=2)C2C=CC=CC=2)C=CC=CC=1.N(C(OC(C)C)=O)=NC(OC(C)C)=O, predict the reaction product. The product is: [O:25]=[C:23]1[C:22]2[C:21](=[CH:29][CH:28]=[CH:27][CH:26]=2)[C:20](=[O:30])[N:24]1[CH:2]([CH2:15][O:16][CH:17]([CH3:19])[CH3:18])[CH2:3][NH:4][C:5](=[O:14])[O:6][CH2:7][C:8]1[CH:13]=[CH:12][CH:11]=[CH:10][CH:9]=1. (7) Given the reactants [C:1]([O:5][CH2:6][CH:7]1[NH:11][C:10](=[O:12])[C:9]([CH3:14])([CH3:13])[C:8]1=[O:15])([CH3:4])([CH3:3])[CH3:2].Br[C:17]1[CH:24]=[CH:23][C:20]([C:21]#[N:22])=[C:19]([Cl:25])[CH:18]=1.C(=O)([O-])[O-].[Cs+].[Cs+].C1(P(C2C=CC=CC=2)C2C3OC4C(=CC=CC=4P(C4C=CC=CC=4)C4C=CC=CC=4)C(C)(C)C=3C=CC=2)C=CC=CC=1, predict the reaction product. The product is: [C:1]([O:5][CH2:6][CH:7]1[N:11]([C:17]2[CH:24]=[CH:23][C:20]([C:21]#[N:22])=[C:19]([Cl:25])[CH:18]=2)[C:10](=[O:12])[C:9]([CH3:14])([CH3:13])[C:8]1=[O:15])([CH3:4])([CH3:2])[CH3:3]. (8) The product is: [Cl:17][C:18]1[CH:23]=[CH:22][C:21]([NH:24][C:25]([NH:16][C:13]2[CH:14]=[CH:15][C:10]([O:9][C:5]3[CH:4]=[C:3]([S:2][CH3:1])[N:8]=[CH:7][N:6]=3)=[CH:11][CH:12]=2)=[O:26])=[CH:20][C:19]=1[C:27]([F:28])([F:29])[F:30]. Given the reactants [CH3:1][S:2][C:3]1[N:8]=[CH:7][N:6]=[C:5]([O:9][C:10]2[CH:15]=[CH:14][C:13]([NH2:16])=[CH:12][CH:11]=2)[CH:4]=1.[Cl:17][C:18]1[CH:23]=[CH:22][C:21]([N:24]=[C:25]=[O:26])=[CH:20][C:19]=1[C:27]([F:30])([F:29])[F:28], predict the reaction product. (9) Given the reactants [NH2:1][C:2]1[C:7]([N+:8]([O-:10])=[O:9])=[C:6](Cl)[C:5]([Br:12])=[CH:4][N:3]=1.[C:13]1([CH:19]([N:21]2[CH2:26][CH2:25][NH:24][CH2:23][CH2:22]2)[CH3:20])[CH:18]=[CH:17][CH:16]=[CH:15][CH:14]=1.C(N(C(C)C)CC)(C)C, predict the reaction product. The product is: [Br:12][C:5]1[C:6]([N:24]2[CH2:25][CH2:26][N:21]([CH:19]([C:13]3[CH:18]=[CH:17][CH:16]=[CH:15][CH:14]=3)[CH3:20])[CH2:22][CH2:23]2)=[C:7]([N+:8]([O-:10])=[O:9])[C:2]([NH2:1])=[N:3][CH:4]=1.